Dataset: Peptide-MHC class I binding affinity with 185,985 pairs from IEDB/IMGT. Task: Regression. Given a peptide amino acid sequence and an MHC pseudo amino acid sequence, predict their binding affinity value. This is MHC class I binding data. (1) The peptide sequence is EEVQWTEM. The MHC is Mamu-A11 with pseudo-sequence Mamu-A11. The binding affinity (normalized) is 0.0628. (2) The peptide sequence is QRRQRKRR. The MHC is HLA-B27:05 with pseudo-sequence HLA-B27:05. The binding affinity (normalized) is 0.237.